The task is: Predict which catalyst facilitates the given reaction.. This data is from Catalyst prediction with 721,799 reactions and 888 catalyst types from USPTO. (1) Reactant: [F:1][C:2]1[CH:7]=[CH:6][C:5]([NH:8][C:9]([C:11]2[O:15][C:14]([CH3:16])=[N:13][C:12]=2[CH3:17])=[O:10])=[CH:4][C:3]=1[C:18]1[N:19]=[C:20]2[N:25]=[CH:24][C:23]([C:26]#[C:27][CH2:28][CH2:29][O:30]C3CCCCO3)=[CH:22][N:21]2[CH:37]=1.C1(C)C=CC(S(O)(=O)=O)=CC=1.CCOC(C)=O.C([O-])(O)=O.[Na+]. Product: [F:1][C:2]1[CH:7]=[CH:6][C:5]([NH:8][C:9]([C:11]2[O:15][C:14]([CH3:16])=[N:13][C:12]=2[CH3:17])=[O:10])=[CH:4][C:3]=1[C:18]1[N:19]=[C:20]2[N:25]=[CH:24][C:23]([C:26]#[C:27][CH2:28][CH2:29][OH:30])=[CH:22][N:21]2[CH:37]=1. The catalyst class is: 5. (2) Reactant: [NH:1]1[C:9]2[C:4](=[CH:5][CH:6]=[C:7]([NH:10][C:11]3[C:12]4[CH:28]=[CH:27][N:26](S(C5C=CC(C)=CC=5)(=O)=O)[C:13]=4[N:14]=[C:15]([NH:17][C:18]4[CH:23]=[CH:22][C:21]([S:24][CH3:25])=[CH:20][CH:19]=4)[N:16]=3)[CH:8]=2)[CH:3]=[N:2]1.ClC1C=CC=C(C(OO)=O)C=1.[OH-:50].[K+]. Product: [NH:1]1[C:9]2[C:4](=[CH:5][CH:6]=[C:7]([NH:10][C:11]3[C:12]4[CH:28]=[CH:27][NH:26][C:13]=4[N:14]=[C:15]([NH:17][C:18]4[CH:19]=[CH:20][C:21]([S:24]([CH3:25])=[O:50])=[CH:22][CH:23]=4)[N:16]=3)[CH:8]=2)[CH:3]=[N:2]1. The catalyst class is: 21. (3) Reactant: [CH:1](O)=[O:2].C(OC(=O)C)(=O)C.[CH2:11]([O:18][NH:19][CH2:20][C:21]1([C:26]([OH:28])=[O:27])[CH2:25][CH2:24][CH2:23][CH2:22]1)[C:12]1[CH:17]=[CH:16][CH:15]=[CH:14][CH:13]=1. Product: [CH2:11]([O:18][N:19]([CH2:20][C:21]1([C:26]([OH:28])=[O:27])[CH2:25][CH2:24][CH2:23][CH2:22]1)[CH:1]=[O:2])[C:12]1[CH:17]=[CH:16][CH:15]=[CH:14][CH:13]=1. The catalyst class is: 4. (4) Reactant: [CH:1]([N-]C(C)C)(C)C.[Li+].[Si:9]([O:16][C:17]1[CH:22]=[CH:21][C:20]([CH:23]([CH:28]2[CH2:32][CH2:31][CH2:30][CH2:29]2)[C:24]([O:26][CH3:27])=[O:25])=[CH:19][CH:18]=1)([C:12]([CH3:15])([CH3:14])[CH3:13])([CH3:11])[CH3:10].IC.O. Product: [Si:9]([O:16][C:17]1[CH:18]=[CH:19][C:20]([C:23]([CH:28]2[CH2:32][CH2:31][CH2:30][CH2:29]2)([CH3:1])[C:24]([O:26][CH3:27])=[O:25])=[CH:21][CH:22]=1)([C:12]([CH3:14])([CH3:15])[CH3:13])([CH3:11])[CH3:10]. The catalyst class is: 7.